This data is from Peptide-MHC class I binding affinity with 185,985 pairs from IEDB/IMGT. The task is: Regression. Given a peptide amino acid sequence and an MHC pseudo amino acid sequence, predict their binding affinity value. This is MHC class I binding data. (1) The peptide sequence is MDSRPQKIW. The MHC is HLA-A24:02 with pseudo-sequence HLA-A24:02. The binding affinity (normalized) is 0. (2) The peptide sequence is KQFIQRGGL. The MHC is HLA-A02:01 with pseudo-sequence HLA-A02:01. The binding affinity (normalized) is 0.234. (3) The peptide sequence is KLWTSISCA. The MHC is HLA-A68:02 with pseudo-sequence HLA-A68:02. The binding affinity (normalized) is 0.0847.